Dataset: Full USPTO retrosynthesis dataset with 1.9M reactions from patents (1976-2016). Task: Predict the reactants needed to synthesize the given product. (1) Given the product [C:9]([O:13][C:14]([NH:1][C@@H:2]([CH2:5][CH:6]([CH3:8])[CH3:7])[CH2:3][OH:4])=[O:15])([CH3:12])([CH3:11])[CH3:10], predict the reactants needed to synthesize it. The reactants are: [NH2:1][C@@H:2]([CH2:5][CH:6]([CH3:8])[CH3:7])[CH2:3][OH:4].[C:9]([O:13][C:14](O[C:14]([O:13][C:9]([CH3:12])([CH3:11])[CH3:10])=[O:15])=[O:15])([CH3:12])([CH3:11])[CH3:10]. (2) Given the product [F:28][C:25]([F:26])([F:27])[O:24][C:21]1[CH:22]=[CH:23][C:18]([N:11]2[C:12](=[O:17])[CH:13]3[NH:8][CH:9]([CH2:16][CH2:15][CH2:14]3)[C:10]2=[O:29])=[CH:19][CH:20]=1, predict the reactants needed to synthesize it. The reactants are: C([N:8]1[CH:13]2[CH2:14][CH2:15][CH2:16][CH:9]1[C:10](=[O:29])[N:11]([C:18]1[CH:23]=[CH:22][C:21]([O:24][C:25]([F:28])([F:27])[F:26])=[CH:20][CH:19]=1)[C:12]2=[O:17])C1C=CC=CC=1.C(OCC)(=O)C.